Regression. Given a peptide amino acid sequence and an MHC pseudo amino acid sequence, predict their binding affinity value. This is MHC class II binding data. From a dataset of Peptide-MHC class II binding affinity with 134,281 pairs from IEDB. (1) The peptide sequence is AATQARAAAAAFEAA. The binding affinity (normalized) is 0.481. The MHC is HLA-DPA10201-DPB11401 with pseudo-sequence HLA-DPA10201-DPB11401. (2) The peptide sequence is DGVWEIKSDKPLKGP. The MHC is HLA-DQA10301-DQB10302 with pseudo-sequence HLA-DQA10301-DQB10302. The binding affinity (normalized) is 0.0215. (3) The peptide sequence is KNVFDDVVPEKYTIG. The MHC is HLA-DPA10103-DPB10301 with pseudo-sequence HLA-DPA10103-DPB10301. The binding affinity (normalized) is 0. (4) The peptide sequence is LVWMACHSAAFEDLR. The MHC is DRB1_1501 with pseudo-sequence DRB1_1501. The binding affinity (normalized) is 0.224. (5) The peptide sequence is DMFFATVGFALGVFV. The MHC is HLA-DQA10301-DQB10302 with pseudo-sequence HLA-DQA10301-DQB10302. The binding affinity (normalized) is 0.351. (6) The peptide sequence is RRHGVRIRVRSGGHD. The binding affinity (normalized) is 0.526. The MHC is DRB1_0701 with pseudo-sequence DRB1_0701. (7) The peptide sequence is LASSCQVAFSYFPPP. The MHC is DRB1_0301 with pseudo-sequence DRB1_0301. The binding affinity (normalized) is 0. (8) The peptide sequence is AYGSFVRTVSLPVGA. The MHC is DRB1_0101 with pseudo-sequence DRB1_0101. The binding affinity (normalized) is 0.834. (9) The peptide sequence is SKLTYENVKMEDVGY. The MHC is HLA-DQA10501-DQB10301 with pseudo-sequence HLA-DQA10501-DQB10301. The binding affinity (normalized) is 0.159.